Dataset: PAMPA (Parallel Artificial Membrane Permeability Assay) permeability data from NCATS. Task: Regression/Classification. Given a drug SMILES string, predict its absorption, distribution, metabolism, or excretion properties. Task type varies by dataset: regression for continuous measurements (e.g., permeability, clearance, half-life) or binary classification for categorical outcomes (e.g., BBB penetration, CYP inhibition). Dataset: pampa_ncats. (1) The drug is CC1=C(C=C(C=C1)C2=NC3=CC=CC=C3C(=C2)C(=O)NC4=CC=C(C=C4)C5=NOC(=O)N5)C. The result is 0 (low-to-moderate permeability). (2) The result is 1 (high permeability). The drug is CCOC1=CC=C(C=C1)/C=C/C2=NC3=CC=CC=C3N2S(=O)(=O)C4=CC=C(C=C4)Br.